This data is from Full USPTO retrosynthesis dataset with 1.9M reactions from patents (1976-2016). The task is: Predict the reactants needed to synthesize the given product. Given the product [F:36][C:32]1[CH:31]=[C:30]([CH:35]=[CH:34][CH:33]=1)[CH2:29][CH:3]1[C:2](=[O:1])[N:6]2[CH2:7][CH2:8][N:9]([C:11]([O:13][C:14]([CH3:17])([CH3:16])[CH3:15])=[O:12])[CH2:10][C@@H:5]2[CH2:4]1, predict the reactants needed to synthesize it. The reactants are: [O:1]=[C:2]1[N:6]2[CH2:7][CH2:8][N:9]([C:11]([O:13][C:14]([CH3:17])([CH3:16])[CH3:15])=[O:12])[CH2:10][CH:5]2[CH2:4][CH2:3]1.C[Si]([N-][Si](C)(C)C)(C)C.[Li+].Br[CH2:29][C:30]1[CH:35]=[CH:34][CH:33]=[C:32]([F:36])[CH:31]=1.[NH4+].[Cl-].